From a dataset of Full USPTO retrosynthesis dataset with 1.9M reactions from patents (1976-2016). Predict the reactants needed to synthesize the given product. (1) Given the product [Cl:1][C:2]1[C:3](=[O:29])[N:4]([C:19]2[CH:20]=[C:21]([CH:26]=[CH:27][CH:28]=2)[C:22]([OH:24])=[O:23])[C:5]([CH3:18])=[CH:6][C:7]=1[O:8][CH2:9][C:10]1[CH:15]=[CH:14][C:13]([F:16])=[CH:12][C:11]=1[F:17], predict the reactants needed to synthesize it. The reactants are: [Cl:1][C:2]1[C:3](=[O:29])[N:4]([C:19]2[CH:20]=[C:21]([CH:26]=[CH:27][CH:28]=2)[C:22]([O:24]C)=[O:23])[C:5]([CH3:18])=[CH:6][C:7]=1[O:8][CH2:9][C:10]1[CH:15]=[CH:14][C:13]([F:16])=[CH:12][C:11]=1[F:17].[OH-].[Na+].Cl. (2) Given the product [CH3:18][P:16]([CH3:19])([C:13]1[CH:14]=[CH:15][C:10]([C:6]2[C:5]3[N:4]([N:3]=[C:2]([NH:21][C:22]4[CH:23]=[C:24]([N:28]5[CH2:33][CH2:32][N:31]([CH2:34][CH3:35])[CH2:30][C:29]5=[O:36])[CH:25]=[CH:26][CH:27]=4)[N:20]=3)[CH:9]=[CH:8][CH:7]=2)=[CH:11][CH:12]=1)=[O:17], predict the reactants needed to synthesize it. The reactants are: Cl[C:2]1[N:20]=[C:5]2[C:6]([C:10]3[CH:15]=[CH:14][C:13]([P:16]([CH3:19])([CH3:18])=[O:17])=[CH:12][CH:11]=3)=[CH:7][CH:8]=[CH:9][N:4]2[N:3]=1.[NH2:21][C:22]1[CH:23]=[C:24]([N:28]2[CH2:33][CH2:32][N:31]([CH2:34][CH3:35])[CH2:30][C:29]2=[O:36])[CH:25]=[CH:26][CH:27]=1.C1(P(C2CCCCC2)C2C=CC=CC=2C2C=CC=CC=2P(C2CCCCC2)C2CCCCC2)CCCCC1. (3) The reactants are: [ClH:1].N[CH2:3][CH:4]([CH3:9])[C:5]([O:7][CH3:8])=[O:6].[NH2:10][CH2:11][CH:12]1CC(C(O)=O)C1. Given the product [ClH:1].[NH2:10][CH2:11][CH:12]1[CH2:9][CH:4]([C:5]([O:7][CH3:8])=[O:6])[CH2:3]1, predict the reactants needed to synthesize it. (4) The reactants are: [Cl:1][C:2]1[CH:10]=[C:9]2[C:5]([CH:6]=[CH:7][NH:8]2)=[CH:4][CH:3]=1.N1C=CC=CC=1.[Cl:17][CH:18]([C:22]1[CH:27]=[CH:26][CH:25]=[CH:24][CH:23]=1)[C:19](Cl)=[O:20]. Given the product [Cl:17][CH:18]([C:22]1[CH:27]=[CH:26][CH:25]=[CH:24][CH:23]=1)[C:19]([C:6]1[C:5]2[C:9](=[CH:10][C:2]([Cl:1])=[CH:3][CH:4]=2)[NH:8][CH:7]=1)=[O:20], predict the reactants needed to synthesize it. (5) Given the product [F:1][C:2]1([F:10])[CH2:4][CH:3]1[C:5]1[NH:12][N:11]=[C:7]([NH2:8])[CH:6]=1, predict the reactants needed to synthesize it. The reactants are: [F:1][C:2]1([F:10])[CH2:4][CH:3]1[C:5](=O)[CH2:6][C:7]#[N:8].[NH2:11][NH2:12]. (6) Given the product [CH3:22][O:21][C:18]1[CH:19]=[C:20]2[C:15](=[CH:16][CH:17]=1)[N:14]=[CH:13][N:12]=[CH:11]2, predict the reactants needed to synthesize it. The reactants are: N1C2C(=CC(O[C:11]3[C:20]4[C:15](=[CH:16][C:17](OCCCN5CCNCC5)=[C:18]([O:21][CH3:22])[CH:19]=4)[N:14]=[CH:13][N:12]=3)=CN=2)C=C1.ICC(N)=O.C(N(CC)C(C)C)(C)C.